From a dataset of TCR-epitope binding with 47,182 pairs between 192 epitopes and 23,139 TCRs. Binary Classification. Given a T-cell receptor sequence (or CDR3 region) and an epitope sequence, predict whether binding occurs between them. (1) The epitope is FVDGVPFVV. The TCR CDR3 sequence is CASSQGTGPLHF. Result: 1 (the TCR binds to the epitope). (2) The epitope is LPRRSGAAGA. The TCR CDR3 sequence is CASNRDPQSSYEQYF. Result: 0 (the TCR does not bind to the epitope). (3) The epitope is LLFGYPVYV. The TCR CDR3 sequence is CASSRKTGANEQFF. Result: 1 (the TCR binds to the epitope). (4) The epitope is YSEHPTFTSQY. The TCR CDR3 sequence is CASRPGQGGYEQYF. Result: 0 (the TCR does not bind to the epitope). (5) The epitope is AVFDRKSDAK. The TCR CDR3 sequence is CASRDNRGSYEQYF. Result: 1 (the TCR binds to the epitope). (6) The epitope is MPASWVMRI. The TCR CDR3 sequence is CASRIGLAGSDTQYF. Result: 1 (the TCR binds to the epitope). (7) The TCR CDR3 sequence is CASSSIGPEAFF. Result: 0 (the TCR does not bind to the epitope). The epitope is AMFWSVPTV.